Dataset: Full USPTO retrosynthesis dataset with 1.9M reactions from patents (1976-2016). Task: Predict the reactants needed to synthesize the given product. (1) Given the product [C:36](=[O:37])([O:38][CH3:39])[O:15][C:14](=[O:16])[CH2:13][C@@H:12]([NH:11][C:9]([O:8][CH2:1][C:2]1[CH:3]=[CH:4][CH:5]=[CH:6][CH:7]=1)=[O:10])[CH2:17][CH2:18][CH2:19][NH:20][C:21]([O:23][C:24]([CH3:27])([CH3:26])[CH3:25])=[O:22], predict the reactants needed to synthesize it. The reactants are: [CH2:1]([O:8][C:9]([NH:11][C@@H:12]([CH2:17][CH2:18][CH2:19][NH:20][C:21]([O:23][C:24]([CH3:27])([CH3:26])[CH3:25])=[O:22])[CH2:13][C:14]([OH:16])=[O:15])=[O:10])[C:2]1[CH:7]=[CH:6][CH:5]=[CH:4][CH:3]=1.C(N(CC)CC)C.Cl[C:36]([O:38][CH2:39]C)=[O:37]. (2) Given the product [F:15][C:12]1([F:16])[CH2:13][CH2:14][C@H:9]([NH:8][C:6](=[O:7])[O:5][C:1]([CH3:4])([CH3:2])[CH3:3])[C@@H:10]([CH2:17][OH:18])[CH2:11]1, predict the reactants needed to synthesize it. The reactants are: [C:1]([O:5][C:6]([NH:8][C@H:9]1[CH2:14][CH2:13][C:12]([F:16])([F:15])[CH2:11][C@@H:10]1[C:17](OCC)=[O:18])=[O:7])([CH3:4])([CH3:3])[CH3:2].[H-].[H-].[H-].[H-].[Li+].[Al+3]. (3) Given the product [CH3:22][S:23]([C:26]1[CH:31]=[CH:30][C:29]([O:1][CH2:2][CH2:3][N:4]([CH2:17][C:18]([F:19])([F:20])[F:21])[C:5]2[CH:12]=[CH:11][C:8]([C:9]#[N:10])=[C:7]([C:13]([F:15])([F:16])[F:14])[CH:6]=2)=[CH:28][CH:27]=1)(=[O:25])=[O:24], predict the reactants needed to synthesize it. The reactants are: [OH:1][CH2:2][CH2:3][N:4]([CH2:17][C:18]([F:21])([F:20])[F:19])[C:5]1[CH:12]=[CH:11][C:8]([C:9]#[N:10])=[C:7]([C:13]([F:16])([F:15])[F:14])[CH:6]=1.[CH3:22][S:23]([C:26]1[CH:31]=[CH:30][C:29](O)=[CH:28][CH:27]=1)(=[O:25])=[O:24]. (4) The reactants are: [O:1]1[CH2:4][CH:3]([N:5]2[CH2:10][CH2:9][N:8]([C:11]3[CH:17]=[CH:16][C:14]([NH2:15])=[CH:13][C:12]=3[O:18][CH2:19][CH2:20][O:21][CH:22]3[CH2:27][CH2:26][CH2:25][CH2:24][O:23]3)[CH2:7][CH2:6]2)[CH2:2]1.[Br:28][C:29]1[N:30]=[C:31](Br)[C:32]2[N:33]([CH:35]=[CH:36][N:37]=2)[CH:34]=1.C(N(CC)C(C)C)(C)C.C([O-])(O)=O.[Na+]. Given the product [Br:28][C:29]1[N:30]=[C:31]([NH:15][C:14]2[CH:16]=[CH:17][C:11]([N:8]3[CH2:9][CH2:10][N:5]([CH:3]4[CH2:2][O:1][CH2:4]4)[CH2:6][CH2:7]3)=[C:12]([O:18][CH2:19][CH2:20][O:21][CH:22]3[CH2:27][CH2:26][CH2:25][CH2:24][O:23]3)[CH:13]=2)[C:32]2[N:33]([CH:35]=[CH:36][N:37]=2)[CH:34]=1, predict the reactants needed to synthesize it. (5) Given the product [Br-:13].[CH2:18]([O:17][P:16]([CH2:15][CH2:14][N+:3]1[C:4]2[C:9](=[CH:8][CH:7]=[CH:6][CH:5]=2)[C:10]([CH3:12])([CH3:11])[C:2]=1[CH3:1])([O:20][CH2:21][CH3:22])=[O:23])[CH3:19], predict the reactants needed to synthesize it. The reactants are: [CH3:1][C:2]1[C:10]([CH3:12])([CH3:11])[C:9]2[C:4](=[CH:5][CH:6]=[CH:7][CH:8]=2)[N:3]=1.[Br:13][CH2:14][CH2:15][P:16](=[O:23])([O:20][CH2:21][CH3:22])[O:17][CH2:18][CH3:19].CO.O. (6) The reactants are: [C:1]([O:5][C:6]([N:8]1[CH2:13][CH2:12][NH:11][CH2:10][CH2:9]1)=[O:7])([CH3:4])([CH3:3])[CH3:2].C(=O)([O-])[O-].[K+].[K+].[C:20]([N:23]1[C:31]2[C:26](=[CH:27][C:28]([C:32](=O)[CH2:33]Br)=[CH:29][CH:30]=2)[CH2:25][CH2:24]1)(=[O:22])[CH3:21]. Given the product [C:20]([N:23]1[C:31]2[C:26](=[CH:27][C:28]([CH2:32][CH2:33][N:11]3[CH2:12][CH2:13][N:8]([C:6]([O:5][C:1]([CH3:4])([CH3:2])[CH3:3])=[O:7])[CH2:9][CH2:10]3)=[CH:29][CH:30]=2)[CH2:25][CH2:24]1)(=[O:22])[CH3:21], predict the reactants needed to synthesize it. (7) Given the product [CH3:37][O:36][C:35]1[C:23]2[N:22]=[C:21]([C:19]([N:14]([CH2:15][CH:16]([CH3:18])[CH3:17])[C@H:12]3[CH2:11][C@@H:10]([C:38]([N:41]4[CH2:46][CH2:45][CH2:44][CH2:43][CH2:42]4)=[O:40])[CH2:9][N:8]([C:6]([O:5][C:1]([CH3:2])([CH3:3])[CH3:4])=[O:7])[CH2:13]3)=[O:20])[N:25]([CH2:26][CH2:27][CH2:28][CH2:29][O:30][CH3:31])[C:24]=2[CH:32]=[CH:33][CH:34]=1, predict the reactants needed to synthesize it. The reactants are: [C:1]([O:5][C:6]([N:8]1[CH2:13][C@@H:12]([N:14]([C:19]([C:21]2[N:25]([CH2:26][CH2:27][CH2:28][CH2:29][O:30][CH3:31])[C:24]3[CH:32]=[CH:33][CH:34]=[C:35]([O:36][CH3:37])[C:23]=3[N:22]=2)=[O:20])[CH2:15][CH:16]([CH3:18])[CH3:17])[CH2:11][C@@H:10]([C:38]([OH:40])=O)[CH2:9]1)=[O:7])([CH3:4])([CH3:3])[CH3:2].[NH:41]1[CH2:46][CH2:45][CH2:44][CH2:43][CH2:42]1.C1C=CC2N(O)N=NC=2C=1.CCN=C=NCCCN(C)C.Cl.